Dataset: Catalyst prediction with 721,799 reactions and 888 catalyst types from USPTO. Task: Predict which catalyst facilitates the given reaction. (1) Reactant: [CH3:1][C:2]1[C:10]2[CH2:9][O:8][C:7](=[O:11])[C:6]=2[CH:5]=[CH:4][C:3]=1[C:12](=[O:27])[CH2:13][CH:14]1[CH2:19][CH2:18][N:17]([C:20]([O:22][C:23]([CH3:26])([CH3:25])[CH3:24])=[O:21])[CH2:16][CH2:15]1.[BH4-].[Na+]. Product: [OH:27][CH:12]([C:3]1[CH:4]=[CH:5][C:6]2[C:7](=[O:11])[O:8][CH2:9][C:10]=2[C:2]=1[CH3:1])[CH2:13][CH:14]1[CH2:15][CH2:16][N:17]([C:20]([O:22][C:23]([CH3:26])([CH3:25])[CH3:24])=[O:21])[CH2:18][CH2:19]1. The catalyst class is: 5. (2) Reactant: [NH2:1][C:2]1[C:3]2[C:10](I)=[CH:9][N:8]([C@@H:12]3[CH2:15][C@H:14]([C:16]([NH2:18])=[O:17])[CH2:13]3)[C:4]=2[N:5]=[CH:6][N:7]=1.[C:19]1([C:25]2[CH:34]=[CH:33][C:32]3[C:27](=[CH:28][C:29](B4OC(C)(C)C(C)(C)O4)=[CH:30][CH:31]=3)[N:26]=2)[CH:24]=[CH:23][CH:22]=[CH:21][CH:20]=1.C([O-])([O-])=O.[Na+].[Na+].CN(C=O)C. The catalyst class is: 103. Product: [NH2:1][C:2]1[C:3]2[C:10]([C:29]3[CH:28]=[C:27]4[C:32]([CH:33]=[CH:34][C:25]([C:19]5[CH:24]=[CH:23][CH:22]=[CH:21][CH:20]=5)=[N:26]4)=[CH:31][CH:30]=3)=[CH:9][N:8]([C@@H:12]3[CH2:15][C@H:14]([C:16]([NH2:18])=[O:17])[CH2:13]3)[C:4]=2[N:5]=[CH:6][N:7]=1. (3) Reactant: [F:1][C:2]1[CH:3]=[C:4]([N:26]2[CH2:30][C@H:29]([CH2:31][NH:32][C:33](=[O:35])[CH3:34])[O:28][C:27]2=[O:36])[CH:5]=[C:6]([F:25])[C:7]=1[N:8]1[CH2:13][CH2:12][CH:11]([N:14]2[N:18]=[N:17][C:16]([N:19]3[CH2:24][CH2:23][NH:22][CH2:21][CH2:20]3)=[N:15]2)[CH2:10][CH2:9]1.[C:37](OC(=O)C)(=[O:39])[CH3:38].C(N(CC)CC)C. Product: [C:37]([N:22]1[CH2:21][CH2:20][N:19]([C:16]2[N:17]=[N:18][N:14]([CH:11]3[CH2:12][CH2:13][N:8]([C:7]4[C:6]([F:25])=[CH:5][C:4]([N:26]5[CH2:30][C@H:29]([CH2:31][NH:32][C:33](=[O:35])[CH3:34])[O:28][C:27]5=[O:36])=[CH:3][C:2]=4[F:1])[CH2:9][CH2:10]3)[N:15]=2)[CH2:24][CH2:23]1)(=[O:39])[CH3:38]. The catalyst class is: 7. (4) Reactant: Cl[C:2]1[C:11]2[C:6](=[N:7][CH:8]=[CH:9][N:10]=2)[N:5]=[C:4]([C:12]2[CH:17]=[CH:16][CH:15]=[CH:14][C:13]=2[F:18])[CH:3]=1.[NH2:19][C:20]1[CH:25]=[CH:24][N:23]=[CH:22][CH:21]=1.CC(C)([O-])C.[K+].O. Product: [F:18][C:13]1[CH:14]=[CH:15][CH:16]=[CH:17][C:12]=1[C:4]1[CH:3]=[C:2]([NH:19][C:20]2[CH:25]=[CH:24][N:23]=[CH:22][CH:21]=2)[C:11]2[C:6]([N:5]=1)=[N:7][CH:8]=[CH:9][N:10]=2. The catalyst class is: 12. (5) Reactant: [F:1][C:2]1([F:28])[CH2:7][CH2:6][CH:5]([CH2:8][C:9]2[N:13]3[CH:14]=[C:15]([O:22][CH3:23])[C:16]([C:18]([O:20]C)=[O:19])=[CH:17][C:12]3=[N:11][C:10]=2[C:24]([F:27])([F:26])[F:25])[CH2:4][CH2:3]1.C1COCC1.[OH-].[Na+]. The catalyst class is: 6. Product: [F:28][C:2]1([F:1])[CH2:3][CH2:4][CH:5]([CH2:8][C:9]2[N:13]3[CH:14]=[C:15]([O:22][CH3:23])[C:16]([C:18]([OH:20])=[O:19])=[CH:17][C:12]3=[N:11][C:10]=2[C:24]([F:25])([F:26])[F:27])[CH2:6][CH2:7]1. (6) Reactant: C[O:2][C:3]([C:5]1[CH:6]=[C:7]([C:19]2[CH:24]=[CH:23][CH:22]=[C:21]([F:25])[CH:20]=2)[CH:8]=[C:9]([O:11][CH2:12][C:13]2[CH:18]=[CH:17][CH:16]=[CH:15][CH:14]=2)[CH:10]=1)=[O:4].[Li+].[OH-].Cl. Product: [CH2:12]([O:11][C:9]1[CH:10]=[C:5]([C:3]([OH:4])=[O:2])[CH:6]=[C:7]([C:19]2[CH:24]=[CH:23][CH:22]=[C:21]([F:25])[CH:20]=2)[CH:8]=1)[C:13]1[CH:14]=[CH:15][CH:16]=[CH:17][CH:18]=1. The catalyst class is: 6. (7) Reactant: [C:1]([C:3]1[CH:4]=[C:5]([CH:27]=[CH:28][CH:29]=1)[O:6][C:7]1[CH:12]=[C:11]([C:13](OCC)=[O:14])[CH:10]=[C:9]([O:18][C:19]2[CH:24]=[CH:23][CH:22]=[C:21]([C:25]#[N:26])[CH:20]=2)[N:8]=1)#[N:2].[OH-].[Li+].S(Cl)(Cl)=O.Cl.[CH3:37][NH2:38].C(=O)([O-])[O-].[K+].[K+]. Product: [C:1]([C:3]1[CH:4]=[C:5]([CH:27]=[CH:28][CH:29]=1)[O:6][C:7]1[CH:12]=[C:11]([C:13]([NH:38][CH3:37])=[O:14])[CH:10]=[C:9]([O:18][C:19]2[CH:24]=[CH:23][CH:22]=[C:21]([C:25]#[N:26])[CH:20]=2)[N:8]=1)#[N:2]. The catalyst class is: 30. (8) Reactant: [Cl:1][C:2]1[CH:3]=[CH:4][C:5]2[N:6]([C:8]([CH3:15])=[C:9]([C:11]([F:14])([F:13])[F:12])[N:10]=2)[N:7]=1.[Br:16]N1C(=O)CCC1=O.N(C(C)(C)C#N)=NC(C)(C)C#N. Product: [Br:16][CH2:15][C:8]1[N:6]2[N:7]=[C:2]([Cl:1])[CH:3]=[CH:4][C:5]2=[N:10][C:9]=1[C:11]([F:14])([F:13])[F:12]. The catalyst class is: 10. (9) Reactant: [CH:1]1([C:5]2[C:14]([C:15]3[NH:16][C:17]([CH2:20][O:21][CH3:22])=[CH:18][N:19]=3)=[CH:13][C:8]([C:9]([O:11]C)=[O:10])=[C:7]([CH3:23])[CH:6]=2)[CH2:4][CH2:3][CH2:2]1.[OH-].[Na+]. Product: [CH:1]1([C:5]2[C:14]([C:15]3[NH:16][C:17]([CH2:20][O:21][CH3:22])=[CH:18][N:19]=3)=[CH:13][C:8]([C:9]([OH:11])=[O:10])=[C:7]([CH3:23])[CH:6]=2)[CH2:2][CH2:3][CH2:4]1. The catalyst class is: 5. (10) Reactant: C([O:3][C:4](=[O:27])[CH2:5][P:6]([C:11]1([NH:16][C:17]([O:19][CH2:20][C:21]2[CH:26]=[CH:25][CH:24]=[CH:23][CH:22]=2)=[O:18])[CH2:13][CH:12]1[CH:14]=[CH2:15])([O:8][CH2:9][CH3:10])=[O:7])C.[OH-].[Na+]. Product: [CH2:20]([O:19][C:17]([NH:16][C:11]1([P:6]([CH2:5][C:4]([OH:27])=[O:3])([O:8][CH2:9][CH3:10])=[O:7])[CH2:13][CH:12]1[CH:14]=[CH2:15])=[O:18])[C:21]1[CH:22]=[CH:23][CH:24]=[CH:25][CH:26]=1. The catalyst class is: 1.